This data is from Catalyst prediction with 721,799 reactions and 888 catalyst types from USPTO. The task is: Predict which catalyst facilitates the given reaction. (1) Reactant: [NH2:1][C:2]1[C:3]([C:11]#[C:12][C:13]2[CH:18]=[CH:17][N:16]=[C:15]([NH:19][C:20](=[O:22])[CH3:21])[CH:14]=2)=[N:4][CH:5]=[CH:6][C:7]=1[CH:8](O)[CH3:9].CCN(S(F)(F)[F:29])CC. Product: [NH2:1][C:2]1[C:3]([C:11]#[C:12][C:13]2[CH:18]=[CH:17][N:16]=[C:15]([NH:19][C:20](=[O:22])[CH3:21])[CH:14]=2)=[N:4][CH:5]=[CH:6][C:7]=1[CH:8]([F:29])[CH3:9]. The catalyst class is: 2. (2) Reactant: [CH2:1]([O:3][C:4](=C)[CH2:5][CH2:6][C:7]1[CH:14]=[CH:13][C:12]([OH:15])=[CH:11][C:8]=1[C:9]#[N:10])[CH3:2].[CH3:17][C:18]1[O:22][C:21]([C:23]2[CH:28]=[CH:27][C:26]([O:29][C:30]3[CH:35]=[CH:34][CH:33]=[CH:32][CH:31]=3)=[CH:25][CH:24]=2)=[N:20][C:19]=1[CH2:36][CH2:37]OS(C1C=CC(C)=CC=1)(=O)=O.CN(C=[O:53])C. Product: [CH2:1]([O:3][C:4](=[O:53])[CH2:5][CH2:6][C:7]1[CH:14]=[CH:13][C:12]([O:15][CH2:37][CH2:36][C:19]2[N:20]=[C:21]([C:23]3[CH:28]=[CH:27][C:26]([O:29][C:30]4[CH:35]=[CH:34][CH:33]=[CH:32][CH:31]=4)=[CH:25][CH:24]=3)[O:22][C:18]=2[CH3:17])=[CH:11][C:8]=1[C:9]#[N:10])[CH3:2]. The catalyst class is: 25. (3) Reactant: F[C:2]1[CH:9]=[CH:8][C:5]([C:6]#[N:7])=[CH:4][C:3]=1[C:10]([F:13])([F:12])[F:11].[CH3:14][NH:15][CH3:16]. Product: [CH3:14][N:15]([CH3:16])[C:2]1[CH:9]=[CH:8][C:5]([C:6]#[N:7])=[CH:4][C:3]=1[C:10]([F:13])([F:12])[F:11]. The catalyst class is: 197.